From a dataset of Forward reaction prediction with 1.9M reactions from USPTO patents (1976-2016). Predict the product of the given reaction. (1) The product is: [C:18]([C:20]1[CH:21]=[C:22]([S:27]([N:30]([CH2:36][C:37]2[CH:42]=[CH:41][C:40]([O:43][CH3:44])=[CH:39][C:38]=2[O:45][CH3:46])[C:31]2[S:35][N:34]=[CH:33][N:32]=2)(=[O:29])=[O:28])[CH:23]=[CH:24][C:25]=1[O:17][C:8]1[CH:9]=[CH:10][C:11]([C:13]([F:15])([F:16])[F:14])=[CH:12][C:7]=1[C:4]1[CH:5]=[CH:6][N:1]=[N:2][CH:3]=1)#[N:19]. Given the reactants [N:1]1[CH:6]=[CH:5][C:4]([C:7]2[CH:12]=[C:11]([C:13]([F:16])([F:15])[F:14])[CH:10]=[CH:9][C:8]=2[OH:17])=[CH:3][N:2]=1.[C:18]([C:20]1[CH:21]=[C:22]([S:27]([N:30]([CH2:36][C:37]2[CH:42]=[CH:41][C:40]([O:43][CH3:44])=[CH:39][C:38]=2[O:45][CH3:46])[C:31]2[S:35][N:34]=[CH:33][N:32]=2)(=[O:29])=[O:28])[CH:23]=[CH:24][C:25]=1F)#[N:19].C(=O)([O-])[O-].[K+].[K+].O, predict the reaction product. (2) The product is: [NH2:15][C:10]1[CH:11]=[CH:12][CH:13]=[CH:14][C:9]=1[C:5]1([OH:8])[CH2:6][CH2:7][CH:4]1[CH:1]1[CH2:3][CH2:2]1. Given the reactants [CH:1]1([CH:4]2[CH2:7][CH2:6][C:5]2([C:9]2[CH:14]=[CH:13][CH:12]=[CH:11][C:10]=2[NH:15]C=O)[OH:8])[CH2:3][CH2:2]1.[OH-].[K+], predict the reaction product. (3) Given the reactants Cl[C:2]1[CH:7]=[C:6]([C:8]([F:11])([F:10])[F:9])[N:5]=[C:4]([C:12]2[CH:13]=[N:14][CH:15]=[CH:16][CH:17]=2)[N:3]=1.[CH3:18][O:19][C:20]1[CH:26]=[CH:25][C:24]([O:27][CH3:28])=[CH:23][C:21]=1[NH2:22], predict the reaction product. The product is: [CH3:18][O:19][C:20]1[CH:26]=[CH:25][C:24]([O:27][CH3:28])=[CH:23][C:21]=1[NH:22][C:2]1[CH:7]=[C:6]([C:8]([F:11])([F:10])[F:9])[N:5]=[C:4]([C:12]2[CH:13]=[N:14][CH:15]=[CH:16][CH:17]=2)[N:3]=1. (4) The product is: [C:14]1([C:12]2[CH:13]=[C:9]([C:7](=[O:8])[CH3:1])[S:10][C:11]=2[CH2:20][CH2:21][CH3:22])[CH:19]=[CH:18][CH:17]=[CH:16][CH:15]=1. Given the reactants [CH3:1][Mg]Br.CON(C)[C:7]([C:9]1[S:10][C:11]([CH2:20][CH2:21][CH3:22])=[C:12]([C:14]2[CH:19]=[CH:18][CH:17]=[CH:16][CH:15]=2)[CH:13]=1)=[O:8], predict the reaction product. (5) Given the reactants C([O:3][CH:4](OCC)[C:5]1[CH:10]=[CH:9][C:8]([CH2:11][CH2:12][CH2:13][O:14][CH2:15][C:16]2[CH:21]=[CH:20][CH:19]=[CH:18][CH:17]=2)=[CH:7][CH:6]=1)C.Cl.O, predict the reaction product. The product is: [CH2:15]([O:14][CH2:13][CH2:12][CH2:11][C:8]1[CH:9]=[CH:10][C:5]([CH2:4][OH:3])=[CH:6][CH:7]=1)[C:16]1[CH:17]=[CH:18][CH:19]=[CH:20][CH:21]=1. (6) Given the reactants [F:1][C:2]1[CH:3]=[C:4]2[C:9](=[CH:10][CH:11]=1)[N:8]=[C:7]([C:12]1[CH:17]=[CH:16][CH:15]=[CH:14][C:13]=1[OH:18])[N:6]([CH2:19][CH2:20][C:21]1[CH:26]=[CH:25][CH:24]=[C:23]([F:27])[CH:22]=1)[C:5]2=[O:28].[C:29](OC(=O)C)(=[O:31])[CH3:30], predict the reaction product. The product is: [F:1][C:2]1[CH:3]=[C:4]2[C:9](=[CH:10][CH:11]=1)[N:8]=[C:7]([C:12]1[CH:17]=[CH:16][CH:15]=[CH:14][C:13]=1[O:18][C:29](=[O:31])[CH3:30])[N:6]([CH2:19][CH2:20][C:21]1[CH:26]=[CH:25][CH:24]=[C:23]([F:27])[CH:22]=1)[C:5]2=[O:28]. (7) Given the reactants C[O:2][C:3]([C:5]1[C:6]([CH2:27][CH3:28])=[N:7][N:8]([C:12]2[CH:17]=[CH:16][CH:15]=[C:14](/[CH:18]=[CH:19]/[C:20]3[CH:25]=[CH:24][C:23]([Cl:26])=[CH:22][CH:21]=3)[CH:13]=2)[C:9]=1[CH2:10][CH3:11])=[O:4].[OH-].[Li+], predict the reaction product. The product is: [Cl:26][C:23]1[CH:24]=[CH:25][C:20](/[CH:19]=[CH:18]/[C:14]2[CH:13]=[C:12]([N:8]3[C:9]([CH2:10][CH3:11])=[C:5]([C:3]([OH:4])=[O:2])[C:6]([CH2:27][CH3:28])=[N:7]3)[CH:17]=[CH:16][CH:15]=2)=[CH:21][CH:22]=1. (8) The product is: [CH3:38][C:2]1([CH3:1])[CH2:6][C:5]2([CH2:11][CH2:10][CH2:9][N:8]([CH:12]3[CH2:17][CH2:16][N:15]([C:18]([C:20]4[C:28]5[C:23](=[N:24][CH:25]=[CH:26][CH:27]=5)[S:22][C:21]=4[NH:29][C:30]([NH:46][CH2:44][CH3:45])=[O:31])=[O:19])[CH2:14][CH2:13]3)[CH2:7]2)[C:4](=[O:37])[O:3]1. Given the reactants [CH3:1][C:2]1([CH3:38])[CH2:6][C:5]2([CH2:11][CH2:10][CH2:9][N:8]([CH:12]3[CH2:17][CH2:16][N:15]([C:18]([C:20]4[C:28]5[C:23](=[N:24][CH:25]=[CH:26][CH:27]=5)[S:22][C:21]=4[NH:29][C:30](=O)[O:31]C(C)(C)C)=[O:19])[CH2:14][CH2:13]3)[CH2:7]2)[C:4](=[O:37])[O:3]1.C(=O)([O-])O.[Na+].[CH2:44]([N:46]=C=O)[CH3:45], predict the reaction product. (9) Given the reactants [F:1][C:2]1[CH:3]=[C:4]2[C:8](=[CH:9][CH:10]=1)[NH:7][C:6](=O)[C:5]2(O)[CH2:12][C:13](=[O:15])[CH3:14].C(OCC)(=O)C.O, predict the reaction product. The product is: [F:1][C:2]1[CH:3]=[C:4]2[C:8](=[CH:9][CH:10]=1)[NH:7][CH:6]=[C:5]2[CH2:12][CH:13]([OH:15])[CH3:14]. (10) Given the reactants [C:1]([C:5]1[CH:17]=[CH:16][C:15]2[C:14]3[C:9](=[CH:10][C:11]([C:18]([CH3:21])([CH3:20])[CH3:19])=[CH:12][CH:13]=3)[CH2:8][C:7]=2[CH:6]=1)([CH3:4])([CH3:3])[CH3:2].C([Li])CCC.CCCCCC.[C:33]([C:37]1[CH:38]=[C:39]([CH3:55])[C:40](=[C:42]([C:49]2[CH:54]=[CH:53][CH:52]=[CH:51][CH:50]=2)[C:43]2[CH:48]=[CH:47][CH:46]=[CH:45][CH:44]=2)[CH:41]=1)([CH3:36])([CH3:35])[CH3:34].Cl, predict the reaction product. The product is: [C:33]([C:37]1[CH:38]=[C:39]([CH3:55])[CH:40]([C:42]([C:10]2[C:9]3[CH2:8][C:7]4[C:15](=[CH:16][CH:17]=[C:5]([C:1]([CH3:4])([CH3:3])[CH3:2])[CH:6]=4)[C:14]=3[CH:13]=[CH:12][C:11]=2[C:18]([CH3:21])([CH3:20])[CH3:19])([C:43]2[CH:44]=[CH:45][CH:46]=[CH:47][CH:48]=2)[C:49]2[CH:50]=[CH:51][CH:52]=[CH:53][CH:54]=2)[CH:41]=1)([CH3:34])([CH3:35])[CH3:36].